This data is from Forward reaction prediction with 1.9M reactions from USPTO patents (1976-2016). The task is: Predict the product of the given reaction. (1) Given the reactants [OH-].[Na+].C[O:4][C:5]([C@@H:7]1[CH2:12][O:11][CH2:10][CH2:9][N:8]1[C:13]([C:15]1[CH:19]=[C:18]([C:20]2[CH:25]=[CH:24][CH:23]=[CH:22][N:21]=2)[N:17]([C:26]2[CH:27]=[N:28][C:29]([O:32][CH3:33])=[CH:30][CH:31]=2)[N:16]=1)=[O:14])=[O:6], predict the reaction product. The product is: [CH3:33][O:32][C:29]1[N:28]=[CH:27][C:26]([N:17]2[C:18]([C:20]3[CH:25]=[CH:24][CH:23]=[CH:22][N:21]=3)=[CH:19][C:15]([C:13]([N:8]3[CH2:9][CH2:10][O:11][CH2:12][C@H:7]3[C:5]([OH:6])=[O:4])=[O:14])=[N:16]2)=[CH:31][CH:30]=1. (2) Given the reactants [CH3:1][CH:2]([CH3:22])[CH2:3][CH2:4][C:5]1([O:17][CH2:18][C:19]([OH:21])=[O:20])[C:14]2[C:9](=[CH:10][CH:11]=[CH:12][CH:13]=2)[C:8](=[O:15])[CH2:7][C:6]1=[O:16].[CH:23]1(N=C=NC2CCCCC2)CCCCC1, predict the reaction product. The product is: [CH3:23][O:20][C:19](=[O:21])[CH2:18][O:17][C:5]1([CH2:4][CH2:3][CH:2]([CH3:22])[CH3:1])[C:14]2[C:9](=[CH:10][CH:11]=[CH:12][CH:13]=2)[C:8](=[O:15])[CH2:7][C:6]1=[O:16]. (3) Given the reactants [CH3:1][C:2]([CH3:63])([CH3:62])[C@H:3]([N:48]1[CH2:52][CH2:51][N:50]([CH2:53][C:54]2[CH:59]=[CH:58][CH:57]=[C:56]([CH3:60])[N:55]=2)[C:49]1=[O:61])[C:4]([NH:6][C@@H:7]([CH2:41][C:42]1[CH:47]=[CH:46][CH:45]=[CH:44][CH:43]=1)[C@@H:8]([OH:40])[CH2:9][C@@H:10]([NH:24][C:25]([C@@H:27]([NH:32]C(=O)OC(C)(C)C)[C:28]([CH3:31])([CH3:30])[CH3:29])=[O:26])[CH2:11][C:12]1[CH:17]=[CH:16][C:15]([C:18]2[CH:23]=[CH:22][CH:21]=[CH:20][N:19]=2)=[CH:14][CH:13]=1)=[O:5].Cl, predict the reaction product. The product is: [NH2:32][C@@H:27]([C:28]([CH3:31])([CH3:30])[CH3:29])[C:25]([NH:24][C@@H:10]([CH2:11][C:12]1[CH:17]=[CH:16][C:15]([C:18]2[CH:23]=[CH:22][CH:21]=[CH:20][N:19]=2)=[CH:14][CH:13]=1)[CH2:9][C@H:8]([OH:40])[C@@H:7]([NH:6][C:4](=[O:5])[C@@H:3]([N:48]1[CH2:52][CH2:51][N:50]([CH2:53][C:54]2[CH:59]=[CH:58][CH:57]=[C:56]([CH3:60])[N:55]=2)[C:49]1=[O:61])[C:2]([CH3:1])([CH3:63])[CH3:62])[CH2:41][C:42]1[CH:47]=[CH:46][CH:45]=[CH:44][CH:43]=1)=[O:26]. (4) Given the reactants [CH2:1]([O:3][CH2:4][CH2:5][O:6][C:7]1[C:28]([O:29][CH3:30])=[CH:27][C:10]2[C:11]3[N:16]([CH:17]([CH2:19][CH3:20])[CH2:18][C:9]=2[CH:8]=1)[CH:15]=[C:14]([C:21]([O:23]CC)=[O:22])[C:13](=[O:26])[CH:12]=3)[CH3:2].O[Li].O, predict the reaction product. The product is: [CH2:1]([O:3][CH2:4][CH2:5][O:6][C:7]1[C:28]([O:29][CH3:30])=[CH:27][C:10]2[C:11]3[N:16]([CH:17]([CH2:19][CH3:20])[CH2:18][C:9]=2[CH:8]=1)[CH:15]=[C:14]([C:21]([OH:23])=[O:22])[C:13](=[O:26])[CH:12]=3)[CH3:2].